Binary Classification. Given a miRNA mature sequence and a target amino acid sequence, predict their likelihood of interaction. From a dataset of Experimentally validated miRNA-target interactions with 360,000+ pairs, plus equal number of negative samples. The miRNA is mmu-miR-6516-3p with sequence UCAUGUAUGAUACUGCAAACAG. The protein sequence of the target gene is MMQGNKKCTDAFSDSSSIGSVLDDADREVSSLTDRAFRSLCISEDTSFHDSYLAVSPDITRQVFGTFHQRTVGHTQRKSGIWSQLPSQGTEHSGWAATFQQLPKYVQGEEKYPKTSPPPTPVQRRLEVPVSGLRSSNKPVSKVSTLIKSFDRTESQRCESRPTASKPPALKNPPKFAPLPENSVNFCFDSAFLTVRRVPAEVSNTHQNSYQPGRKHGEQESSKNPEMACHGSSSFLPAANDTATLCESKFPSPHHKPVTGEPGRGKGTFLHSENSAFESWNAHQPKLLERKDTAGTVPES.... Result: 0 (no interaction).